From a dataset of Reaction yield outcomes from USPTO patents with 853,638 reactions. Predict the reaction yield, written as a fraction of the theoretical maximum amount of product (1.0 means a 100% yield; for example, 0.34 means a 34% yield). (1) The reactants are [CH:1]([N:4]1[C:12]2[C:7](=[CH:8][CH:9]=[C:10]([N+:13]([O-:15])=[O:14])[CH:11]=2)[C:6](B2OC(C)(C)C(C)(C)O2)=[CH:5]1)([CH3:3])[CH3:2].Br[C:26]1[S:30][C:29]([C:31]2[N:35]([CH3:36])[N:34]=[N:33][N:32]=2)=[CH:28][CH:27]=1.P([O-])([O-])([O-])=O.[K+].[K+].[K+]. The catalyst is O1CCOCC1.O.C(OCC)(=O)C.[Pd].[Pd].C(=CC(C=CC1C=CC=CC=1)=O)C1C=CC=CC=1.C(=CC(C=CC1C=CC=CC=1)=O)C1C=CC=CC=1.C(=CC(C=CC1C=CC=CC=1)=O)C1C=CC=CC=1.C1(P(C2CCCCC2)C2CCCCC2)CCCCC1. The product is [CH:1]([N:4]1[C:12]2[C:7](=[CH:8][CH:9]=[C:10]([N+:13]([O-:15])=[O:14])[CH:11]=2)[C:6]([C:26]2[S:30][C:29]([C:31]3[N:35]([CH3:36])[N:34]=[N:33][N:32]=3)=[CH:28][CH:27]=2)=[CH:5]1)([CH3:2])[CH3:3]. The yield is 0.390. (2) The reactants are [CH3:1][CH:2]([N:4]1[CH2:9][CH2:8][N:7]([C:10]2[CH:19]=[CH:18][C:13]([C:14]([O:16]C)=O)=[CH:12][CH:11]=2)[CH2:6][CH2:5]1)[CH3:3].[NH2:20][C:21]1[N:25](C(OC(C)(C)C)=O)[N:24]=[C:23]([CH2:33][CH2:34][C:35]2[CH:40]=[C:39]([O:41][CH3:42])[CH:38]=[C:37]([O:43][CH3:44])[CH:36]=2)[CH:22]=1.C[Si]([N-][Si](C)(C)C)(C)C.[Na+]. The catalyst is C1COCC1. The product is [CH3:42][O:41][C:39]1[CH:40]=[C:35]([CH2:34][CH2:33][C:23]2[NH:24][N:25]=[C:21]([NH:20][C:14](=[O:16])[C:13]3[CH:12]=[CH:11][C:10]([N:7]4[CH2:6][CH2:5][N:4]([CH:2]([CH3:1])[CH3:3])[CH2:9][CH2:8]4)=[CH:19][CH:18]=3)[CH:22]=2)[CH:36]=[C:37]([O:43][CH3:44])[CH:38]=1. The yield is 0.0500. (3) The reactants are [CH:1]([S:4]([CH2:7][C@H:8]1[C@@H:13]([N:14]2[CH2:18][CH2:17][C@H:16]([NH:19][C:20](=[O:31])[C:21]3[CH:26]=[CH:25][CH:24]=[C:23]([C:27]([F:30])([F:29])[F:28])[CH:22]=3)[C:15]2=[O:32])[CH2:12][CH2:11][N:10](C(OC(C)(C)C)=O)[CH2:9]1)(=[O:6])=[O:5])([CH3:3])[CH3:2].FC(F)(F)C(O)=O.C([O-])(O)=O.[Na+]. The catalyst is C(Cl)Cl. The yield is 0.850. The product is [CH:1]([S:4]([CH2:7][C@H:8]1[C@@H:13]([N:14]2[CH2:18][CH2:17][C@H:16]([NH:19][C:20](=[O:31])[C:21]3[CH:26]=[CH:25][CH:24]=[C:23]([C:27]([F:28])([F:30])[F:29])[CH:22]=3)[C:15]2=[O:32])[CH2:12][CH2:11][NH:10][CH2:9]1)(=[O:5])=[O:6])([CH3:3])[CH3:2]. (4) The reactants are NC1(C2C=CC(C3C(=O)C4C(=CC=C(F)C=4)OC=3C3C=CC=CC=3)=CC=2)CCC1.C(OC(=O)[NH:36][C:37]1([C:41]2[CH:46]=[CH:45][C:44]([C:47]3[C:56](=[O:57])[C:55]4[C:50](=[CH:51][C:52]([O:61][CH3:62])=[C:53]([C:58](=[O:60])[NH2:59])[CH:54]=4)[O:49][C:48]=3[C:63]3[CH:68]=[CH:67][CH:66]=[CH:65][CH:64]=3)=[CH:43][CH:42]=2)[CH2:40][CH2:39][CH2:38]1)(C)(C)C. No catalyst specified. The product is [NH2:36][C:37]1([C:41]2[CH:42]=[CH:43][C:44]([C:47]3[C:56](=[O:57])[C:55]4[C:50](=[CH:51][C:52]([O:61][CH3:62])=[C:53]([C:58]([NH2:59])=[O:60])[CH:54]=4)[O:49][C:48]=3[C:63]3[CH:64]=[CH:65][CH:66]=[CH:67][CH:68]=3)=[CH:45][CH:46]=2)[CH2:38][CH2:39][CH2:40]1. The yield is 0.580. (5) The reactants are Br[C:2]1[CH:3]=[CH:4][C:5]([N+:8]([O-:10])=[O:9])=[N:6][CH:7]=1.[NH:11]1[CH2:16][CH2:15][CH2:14][CH2:13][CH2:12]1.C(=O)([O-])[O-].[K+].[K+]. The catalyst is [I-].C([N+](CCCC)(CCCC)CCCC)CCC.CS(C)=O.C(OCC)(=O)C. The product is [N+:8]([C:5]1[N:6]=[CH:7][C:2]([N:11]2[CH2:16][CH2:15][CH2:14][CH2:13][CH2:12]2)=[CH:3][CH:4]=1)([O-:10])=[O:9]. The yield is 0.857. (6) The reactants are [Cl:1][C:2]1[CH:3]=[C:4]2[C:9](=[CH:10][C:11]=1[O:12][C:13]1[CH:18]=[CH:17][C:16]([C:19](=[O:37])[NH:20][C:21]3[N:22]=[N:23][C:24]([C:27]4[CH:32]=[CH:31][C:30]([C:33]([F:36])([F:35])[F:34])=[CH:29][CH:28]=4)=[CH:25][CH:26]=3)=[CH:15][CH:14]=1)[O:8][CH2:7][CH2:6][CH:5]2[C:38]([O:40]CC)=[O:39].[OH-].[Na+]. The catalyst is C1COCC1.CCO. The product is [Cl:1][C:2]1[CH:3]=[C:4]2[C:9](=[CH:10][C:11]=1[O:12][C:13]1[CH:18]=[CH:17][C:16]([C:19](=[O:37])[NH:20][C:21]3[N:22]=[N:23][C:24]([C:27]4[CH:32]=[CH:31][C:30]([C:33]([F:36])([F:35])[F:34])=[CH:29][CH:28]=4)=[CH:25][CH:26]=3)=[CH:15][CH:14]=1)[O:8][CH2:7][CH2:6][CH:5]2[C:38]([OH:40])=[O:39]. The yield is 0.419. (7) The reactants are [Cl:1][CH2:2][CH2:3][O:4][C:5]1[CH:12]=[CH:11][C:8]([CH2:9]O)=[CH:7][CH:6]=1.S(Br)([Br:15])=O. The catalyst is O1CCOCC1.CCOCC. The product is [Cl:1][CH2:2][CH2:3][O:4][C:5]1[CH:12]=[CH:11][C:8]([CH2:9][Br:15])=[CH:7][CH:6]=1. The yield is 0.580. (8) The reactants are [C:1]1([C:7]2[CH:8]=[CH:9][C:10]3[N:11]([C:13]([C:16]([C:18]4[CH:19]=[C:20]5[C:25](=[CH:26][CH:27]=4)[N:24]=[CH:23][CH:22]=[CH:21]5)=[O:17])=[CH:14][N:15]=3)[N:12]=2)[CH:6]=[CH:5][CH:4]=[CH:3][CH:2]=1.[CH2:28]1COCC1.C[Mg]Br. The catalyst is Cl.O. The product is [C:1]1([C:7]2[CH:8]=[CH:9][C:10]3[N:11]([C:13]([C:16]([C:18]4[CH:19]=[C:20]5[C:25](=[CH:26][CH:27]=4)[N:24]=[CH:23][CH:22]=[CH:21]5)([OH:17])[CH3:28])=[CH:14][N:15]=3)[N:12]=2)[CH:2]=[CH:3][CH:4]=[CH:5][CH:6]=1. The yield is 0.390. (9) The reactants are [NH2:1][C:2]1[C:7]([Br:8])=[N:6][C:5]([Br:9])=[CH:4][N:3]=1.Br[CH2:11][C:12](=O)[C:13]([O:15][CH2:16][CH3:17])=[O:14].O.C(Cl)Cl. The catalyst is COC(=O)OC. The product is [Br:9][C:5]1[N:6]=[C:7]([Br:8])[C:2]2[N:3]([CH:11]=[C:12]([C:13]([O:15][CH2:16][CH3:17])=[O:14])[N:1]=2)[CH:4]=1. The yield is 0.506.